Task: Regression. Given two drug SMILES strings and cell line genomic features, predict the synergy score measuring deviation from expected non-interaction effect.. Dataset: NCI-60 drug combinations with 297,098 pairs across 59 cell lines (1) Drug 1: C1C(C(OC1N2C=NC3=C(N=C(N=C32)Cl)N)CO)O. Drug 2: C1CCC(C(C1)N)N.C(=O)(C(=O)[O-])[O-].[Pt+4]. Cell line: COLO 205. Synergy scores: CSS=65.4, Synergy_ZIP=-6.61, Synergy_Bliss=-6.99, Synergy_Loewe=0.867, Synergy_HSA=4.22. (2) Drug 1: C1CCN(CC1)CCOC2=CC=C(C=C2)C(=O)C3=C(SC4=C3C=CC(=C4)O)C5=CC=C(C=C5)O. Drug 2: C1=NC(=NC(=O)N1C2C(C(C(O2)CO)O)O)N. Cell line: K-562. Synergy scores: CSS=34.8, Synergy_ZIP=-3.31, Synergy_Bliss=3.62, Synergy_Loewe=0.379, Synergy_HSA=6.55. (3) Drug 1: CC1C(C(=O)NC(C(=O)N2CCCC2C(=O)N(CC(=O)N(C(C(=O)O1)C(C)C)C)C)C(C)C)NC(=O)C3=C4C(=C(C=C3)C)OC5=C(C(=O)C(=C(C5=N4)C(=O)NC6C(OC(=O)C(N(C(=O)CN(C(=O)C7CCCN7C(=O)C(NC6=O)C(C)C)C)C)C(C)C)C)N)C. Drug 2: CCCCC(=O)OCC(=O)C1(CC(C2=C(C1)C(=C3C(=C2O)C(=O)C4=C(C3=O)C=CC=C4OC)O)OC5CC(C(C(O5)C)O)NC(=O)C(F)(F)F)O. Cell line: A498. Synergy scores: CSS=39.9, Synergy_ZIP=15.5, Synergy_Bliss=17.2, Synergy_Loewe=12.0, Synergy_HSA=12.6. (4) Drug 1: C1=CC(=C2C(=C1NCCNCCO)C(=O)C3=C(C=CC(=C3C2=O)O)O)NCCNCCO. Drug 2: CCC1(CC2CC(C3=C(CCN(C2)C1)C4=CC=CC=C4N3)(C5=C(C=C6C(=C5)C78CCN9C7C(C=CC9)(C(C(C8N6C=O)(C(=O)OC)O)OC(=O)C)CC)OC)C(=O)OC)O.OS(=O)(=O)O. Cell line: OVCAR-4. Synergy scores: CSS=29.5, Synergy_ZIP=-7.44, Synergy_Bliss=2.29, Synergy_Loewe=4.35, Synergy_HSA=4.53.